Dataset: Catalyst prediction with 721,799 reactions and 888 catalyst types from USPTO. Task: Predict which catalyst facilitates the given reaction. (1) Reactant: [Cl:1][C:2]1[CH:7]=[CH:6][CH:5]=[CH:4][C:3]=1[NH:8][C:9]1[O:10][C:11]2[CH:17]=[C:16]([CH2:18][C:19]([OH:21])=O)[CH:15]=[CH:14][C:12]=2[N:13]=1.[F:22][C@@H:23]1[CH2:27][NH:26][C@H:25]([CH2:28][O:29][C:30]2[CH:39]=[CH:38][C:33]([C:34]([O:36]C)=[O:35])=[CH:32][CH:31]=2)[CH2:24]1.CCN=C=NCCCN(C)C.Cl.C1C=CC2N(O)N=NC=2C=1.C(N(CC)CC)C. Product: [Cl:1][C:2]1[CH:7]=[CH:6][CH:5]=[CH:4][C:3]=1[NH:8][C:9]1[O:10][C:11]2[CH:17]=[C:16]([CH2:18][C:19]([N:26]3[CH2:27][C@@H:23]([F:22])[CH2:24][C@H:25]3[CH2:28][O:29][C:30]3[CH:39]=[CH:38][C:33]([C:34]([OH:36])=[O:35])=[CH:32][CH:31]=3)=[O:21])[CH:15]=[CH:14][C:12]=2[N:13]=1. The catalyst class is: 3. (2) Reactant: [Cl:1][C:2]1[N:6]2[CH:7]=[CH:8][CH:9]=[C:10]([CH3:11])[C:5]2=[N:4][C:3]=1[CH2:12][C@@H:13]1[CH2:18][CH2:17][CH2:16][CH2:15][N:14]1C(OC(C)(C)C)=O.C(O)(C(F)(F)F)=O. The catalyst class is: 2. Product: [Cl:1][C:2]1[N:6]2[CH:7]=[CH:8][CH:9]=[C:10]([CH3:11])[C:5]2=[N:4][C:3]=1[CH2:12][C@@H:13]1[CH2:18][CH2:17][CH2:16][CH2:15][NH:14]1. (3) Reactant: [CH3:1][C:2]1[CH:7]=[C:6]([C:8]2[CH:9]=[C:10]([CH:18]=[C:19]([N+:21]([O-])=O)[CH:20]=2)[C:11]([O:13][C:14]([CH3:17])([CH3:16])[CH3:15])=[O:12])[CH:5]=[CH:4][N:3]=1.[H][H]. The catalyst class is: 19. Product: [NH2:21][C:19]1[CH:18]=[C:10]([CH:9]=[C:8]([C:6]2[CH:5]=[CH:4][N:3]=[C:2]([CH3:1])[CH:7]=2)[CH:20]=1)[C:11]([O:13][C:14]([CH3:17])([CH3:16])[CH3:15])=[O:12].